Dataset: Catalyst prediction with 721,799 reactions and 888 catalyst types from USPTO. Task: Predict which catalyst facilitates the given reaction. (1) Reactant: Cl[C:2]1[N:7]=[C:6]([C:8]2[CH:13]=[CH:12][C:11]([OH:14])=[C:10]([O:15][CH3:16])[CH:9]=2)[CH:5]=[N:4][CH:3]=1.[CH3:17][N:18]([CH3:39])[CH2:19][CH2:20][NH:21][C:22](=[O:38])[C:23]1[CH:28]=[CH:27][CH:26]=[C:25](B2OC(C)(C)C(C)(C)O2)[CH:24]=1.C1(P(C2C=CC=CC=2)C2C=CC=CC=2)C=CC=CC=1.C(=O)([O-])[O-].[Na+].[Na+]. Product: [CH3:17][N:18]([CH3:39])[CH2:19][CH2:20][NH:21][C:22](=[O:38])[C:23]1[CH:28]=[CH:27][CH:26]=[C:25]([C:2]2[CH:3]=[N:4][CH:5]=[C:6]([C:8]3[CH:13]=[CH:12][C:11]([OH:14])=[C:10]([O:15][CH3:16])[CH:9]=3)[N:7]=2)[CH:24]=1. The catalyst class is: 160. (2) Reactant: [O:1]=[C:2]1[NH:6][N:5]=[C:4]([C:7]2[CH:8]=[C:9]3[C:14](=[C:15]([O:17][C@H:18]4[CH2:22][CH2:21][N:20](C(OC(C)(C)C)=O)[CH2:19]4)[N:16]=2)[N:13]=[CH:12][CH:11]=[CH:10]3)[NH:3]1.[ClH:30]. Product: [ClH:30].[NH:20]1[CH2:21][CH2:22][C@H:18]([O:17][C:15]2[N:16]=[C:7]([C:4]3[NH:3][C:2](=[O:1])[NH:6][N:5]=3)[CH:8]=[C:9]3[C:14]=2[N:13]=[CH:12][CH:11]=[CH:10]3)[CH2:19]1. The catalyst class is: 12. (3) Reactant: [C:1]([C:5]1[CH:42]=[CH:41][C:8]([CH2:9][O:10][C:11]2[CH:16]=[CH:15][CH:14]=[CH:13][C:12]=2/[CH:17]=[CH:18]/[CH:19]([CH2:31][CH2:32][C:33]2[CH:38]=[CH:37][C:36]([C:39]#[N:40])=[CH:35][CH:34]=2)[CH2:20][C:21]2[CH:30]=[CH:29][C:24]([C:25]([O:27][CH3:28])=[O:26])=[CH:23][CH:22]=2)=[CH:7][CH:6]=1)([CH3:4])([CH3:3])[CH3:2].C[Si]([N:47]=[N+:48]=[N-:49])(C)C.C([Sn](=O)CCCC)CCC. Product: [C:1]([C:5]1[CH:42]=[CH:41][C:8]([CH2:9][O:10][C:11]2[CH:16]=[CH:15][CH:14]=[CH:13][C:12]=2/[CH:17]=[CH:18]/[CH:19]([CH2:31][CH2:32][C:33]2[CH:38]=[CH:37][C:36]([C:39]3[NH:49][N:48]=[N:47][N:40]=3)=[CH:35][CH:34]=2)[CH2:20][C:21]2[CH:22]=[CH:23][C:24]([C:25]([O:27][CH3:28])=[O:26])=[CH:29][CH:30]=2)=[CH:7][CH:6]=1)([CH3:4])([CH3:2])[CH3:3]. The catalyst class is: 11. (4) Reactant: C(O)C.FC(F)(F)S(O[C:10]1[CH2:15][CH2:14][N:13]([C:16]([O:18][C:19]([CH3:22])([CH3:21])[CH3:20])=[O:17])[CH2:12][C:11]=1[C:23]([O:25][CH2:26][CH3:27])=[O:24])(=O)=O.[N:30]1[CH:35]=[CH:34][C:33](B(O)O)=[CH:32][CH:31]=1.C(=O)([O-])[O-].[Na+].[Na+]. Product: [N:13]1([C:16]([O:18][C:19]([CH3:22])([CH3:21])[CH3:20])=[O:17])[CH2:14][CH2:15][C:10]([C:33]2[CH:34]=[CH:35][N:30]=[CH:31][CH:32]=2)=[C:11]([C:23]([O:25][CH2:26][CH3:27])=[O:24])[CH2:12]1. The catalyst class is: 206.